Dataset: HIV replication inhibition screening data with 41,000+ compounds from the AIDS Antiviral Screen. Task: Binary Classification. Given a drug SMILES string, predict its activity (active/inactive) in a high-throughput screening assay against a specified biological target. (1) The molecule is Cc1ccc(S(=O)(=O)OCC23CCC(C4CC42)C2CC23)cc1. The result is 0 (inactive). (2) The drug is O=C1c2ccccc2C2C1N2C(=O)C(F)(F)F. The result is 0 (inactive). (3) The compound is CC1(C)C(=O)N2CCSC21. The result is 0 (inactive). (4) The drug is O=P(OCC1CCCO1)(OCC1CCCO1)OCC1CCCO1. The result is 0 (inactive).